Dataset: Forward reaction prediction with 1.9M reactions from USPTO patents (1976-2016). Task: Predict the product of the given reaction. (1) Given the reactants [F:1][C:2]1[CH:3]=[CH:4][C:5]2[C:14]([CH:15]=1)=[C:13]1[C:8]([CH:9]=[CH:10][CH:11]=[CH:12]1)=[N:7][C:6]=2[NH2:16].[C:17](Cl)(=O)[CH3:18].C(=O)(O)[O-].[Na+], predict the reaction product. The product is: [F:1][C:2]1[CH:3]=[CH:4][C:5]2[C:6]3[N:7]([CH:17]=[CH:18][N:16]=3)[C:8]3[CH:9]=[CH:10][CH:11]=[CH:12][C:13]=3[C:14]=2[CH:15]=1. (2) The product is: [F:19][C:20]1[CH:34]=[CH:33][C:23]([C:24]([C:26]2[CH:31]=[CH:30][C:29]([F:32])=[CH:28][CH:27]=2)([OH:25])[C:5]2[S:1][C:2]([C:6]([O:8][CH2:9][CH3:10])=[O:7])=[CH:3][CH:4]=2)=[CH:22][CH:21]=1. Given the reactants [S:1]1[CH:5]=[CH:4][CH:3]=[C:2]1[C:6]([O:8][CH2:9][CH3:10])=[O:7].[Li+].CC([N-]C(C)C)C.[F:19][C:20]1[CH:34]=[CH:33][C:23]([C:24]([C:26]2[CH:31]=[CH:30][C:29]([F:32])=[CH:28][CH:27]=2)=[O:25])=[CH:22][CH:21]=1, predict the reaction product. (3) Given the reactants [Cl:1][C:2]1[CH:7]=[CH:6][CH:5]=[CH:4][C:3]=1[C:8]1[N:9]([CH2:23][C:24]2[N:29]=[C:28]([N+:30]([O-])=O)[C:27]([O:33][CH2:34][CH2:35][OH:36])=[CH:26][CH:25]=2)[C:10]([C:13]2[CH:18]=[CH:17][C:16]([O:19][CH2:20][CH2:21][CH3:22])=[CH:15][CH:14]=2)=[CH:11][CH:12]=1, predict the reaction product. The product is: [NH2:30][C:28]1[C:27]([O:33][CH2:34][CH2:35][OH:36])=[CH:26][CH:25]=[C:24]([CH2:23][N:9]2[C:10]([C:13]3[CH:18]=[CH:17][C:16]([O:19][CH2:20][CH2:21][CH3:22])=[CH:15][CH:14]=3)=[CH:11][CH:12]=[C:8]2[C:3]2[CH:4]=[CH:5][CH:6]=[CH:7][C:2]=2[Cl:1])[N:29]=1. (4) Given the reactants [Br:1][C:2]1[S:6][C:5]([CH2:7][NH2:8])=[CH:4][CH:3]=1.[Cl:9][C:10]1[CH:15]=[CH:14][CH:13]=[CH:12][C:11]=1[S:16](Cl)(=[O:18])=[O:17].C(N(CC)C(C)C)(C)C, predict the reaction product. The product is: [Br:1][C:2]1[S:6][C:5]([CH2:7][NH:8][S:16]([C:11]2[CH:12]=[CH:13][CH:14]=[CH:15][C:10]=2[Cl:9])(=[O:18])=[O:17])=[CH:4][CH:3]=1.